From a dataset of Peptide-MHC class I binding affinity with 185,985 pairs from IEDB/IMGT. Regression. Given a peptide amino acid sequence and an MHC pseudo amino acid sequence, predict their binding affinity value. This is MHC class I binding data. (1) The peptide sequence is ILFILFFAYV. The MHC is HLA-A02:06 with pseudo-sequence HLA-A02:06. The binding affinity (normalized) is 0.344. (2) The peptide sequence is TTSDFFVNY. The MHC is HLA-B07:02 with pseudo-sequence HLA-B07:02. The binding affinity (normalized) is 0.0847. (3) The peptide sequence is FTQHLLNIR. The MHC is HLA-A68:01 with pseudo-sequence HLA-A68:01. The binding affinity (normalized) is 0.